This data is from Reaction yield outcomes from USPTO patents with 853,638 reactions. The task is: Predict the reaction yield, written as a fraction of the theoretical maximum amount of product (1.0 means a 100% yield; for example, 0.34 means a 34% yield). The reactants are [NH2:1][C:2]1[CH:7]=[CH:6][C:5]([C:8]([C:13]2[C:21]3[C:16](=[C:17]([NH:22][S:23]([CH3:26])(=[O:25])=[O:24])[CH:18]=[CH:19][CH:20]=3)[NH:15][CH:14]=2)([CH2:11][CH3:12])[CH2:9][CH3:10])=[CH:4][C:3]=1[OH:27].[CH2:28](OC(OCC)OCC)C. No catalyst specified. The product is [O:27]1[C:3]2[CH:4]=[C:5]([C:8]([C:13]3[C:21]4[C:16](=[C:17]([NH:22][S:23]([CH3:26])(=[O:25])=[O:24])[CH:18]=[CH:19][CH:20]=4)[NH:15][CH:14]=3)([CH2:11][CH3:12])[CH2:9][CH3:10])[CH:6]=[CH:7][C:2]=2[N:1]=[CH:28]1. The yield is 0.710.